Dataset: Reaction yield outcomes from USPTO patents with 853,638 reactions. Task: Predict the reaction yield, written as a fraction of the theoretical maximum amount of product (1.0 means a 100% yield; for example, 0.34 means a 34% yield). (1) The reactants are [OH:1][C:2]1[CH:3]=[C:4]([CH:8]([C:10]2[CH:15]=[CH:14][CH:13]=[C:12]([OH:16])[CH:11]=2)O)[CH:5]=[CH:6][CH:7]=1.[NH:17]1[CH:21]=[N:20][CH:19]=[N:18]1.CC1C=CC(S(O)(=O)=O)=CC=1. The catalyst is C1(C)C=CC=CC=1. The product is [OH:1][C:2]1[CH:3]=[C:4]([CH:8]([C:10]2[CH:15]=[CH:14][CH:13]=[C:12]([OH:16])[CH:11]=2)[N:17]2[CH:21]=[N:20][CH:19]=[N:18]2)[CH:5]=[CH:6][CH:7]=1. The yield is 0.880. (2) The reactants are [CH:1]([O:4][C:5]1[CH:10]=[CH:9][C:8](B(O)O)=[CH:7][CH:6]=1)([CH3:3])[CH3:2].Br[C:15]1[C:20](=[O:21])[N:19]([CH2:22][C:23]2[CH:28]=[CH:27][C:26]([C:29]3[C:30]([C:35]#[N:36])=[CH:31][CH:32]=[CH:33][CH:34]=3)=[CH:25][CH:24]=2)[C:18]([CH2:37][CH2:38][CH2:39][CH3:40])=[N:17][C:16]=1[CH3:41]. The catalyst is O1CCOCC1.C(=O)([O-])[O-].[Cs+].[Cs+].C(OCC)(=O)C.C1C=CC(P(C2C=CC=CC=2)[C-]2C=CC=C2)=CC=1.C1C=CC(P(C2C=CC=CC=2)[C-]2C=CC=C2)=CC=1.Cl[Pd]Cl.[Fe+2]. The product is [CH2:37]([C:18]1[N:19]([CH2:22][C:23]2[CH:24]=[CH:25][C:26]([C:29]3[C:30]([C:35]#[N:36])=[CH:31][CH:32]=[CH:33][CH:34]=3)=[CH:27][CH:28]=2)[C:20](=[O:21])[C:15]([C:8]2[CH:9]=[CH:10][C:5]([O:4][CH:1]([CH3:3])[CH3:2])=[CH:6][CH:7]=2)=[C:16]([CH3:41])[N:17]=1)[CH2:38][CH2:39][CH3:40]. The yield is 0.990. (3) The reactants are Br[CH:2]([C:7]1[CH:12]=[C:11]([Cl:13])[CH:10]=[C:9]([Cl:14])[CH:8]=1)[C:3]([F:6])([F:5])[F:4].[CH:15]([C:17]1[CH:22]=[CH:21][C:20]([N:23]2[CH:27]=[N:26][CH:25]=[N:24]2)=[CH:19][CH:18]=1)=[CH2:16].N1C=CC=CC=1C1C=CC=CN=1. The catalyst is ClC1C=CC=CC=1Cl.Cl[Cu]. The product is [Cl:14][C:9]1[CH:8]=[C:7]([CH:2]([C:3]([F:6])([F:5])[F:4])/[CH:16]=[CH:15]/[C:17]2[CH:18]=[CH:19][C:20]([N:23]3[CH:27]=[N:26][CH:25]=[N:24]3)=[CH:21][CH:22]=2)[CH:12]=[C:11]([Cl:13])[CH:10]=1. The yield is 0.320. (4) The reactants are [Li+].[CH3:2][CH:3]([N-]C(C)C)C.[CH3:9][O:10][C:11](=[O:23])[CH2:12][C:13]1[CH:14]=[C:15]2[C:20](=[CH:21][CH:22]=1)[N:19]=[CH:18][CH:17]=[CH:16]2.BrCCBr. The catalyst is C1COCC1. The product is [N:19]1[C:20]2[C:15](=[CH:14][C:13]([C:12]3([C:11]([O:10][CH3:9])=[O:23])[CH2:3][CH2:2]3)=[CH:22][CH:21]=2)[CH:16]=[CH:17][CH:18]=1. The yield is 0.200. (5) The reactants are [C:1]1([CH2:7][CH2:8][CH2:9][CH2:10][CH2:11][CH2:12][CH2:13][CH2:14][CH2:15][CH2:16][CH2:17][CH2:18][CH2:19][CH2:20][CH2:21][CH2:22]CC)[CH:6]=[CH:5][CH:4]=[CH:3][CH:2]=1.[Cl:25][S:26](O)(=[O:28])=[O:27]. The catalyst is C(Cl)(Cl)Cl. The product is [CH2:7]([C:1]1[CH:6]=[CH:5][C:4]([S:26]([Cl:25])(=[O:28])=[O:27])=[CH:3][CH:2]=1)[CH2:8][CH2:9][CH2:10][CH2:11][CH2:12][CH2:13][CH2:14][CH2:15][CH2:16][CH2:17][CH2:18][CH2:19][CH2:20][CH2:21][CH3:22]. The yield is 0.720. (6) The reactants are [OH-].[Na+].[Br:3][C:4]1[CH:5]=[C:6]([C:18]([O:20]CC)=O)[C:7]2[CH:12]=[N:11][N:10]([CH:13]3[CH2:17][CH2:16][CH2:15][CH2:14]3)[C:8]=2[N:9]=1.[NH2:23][CH2:24][C:25]1[C:26](=[O:33])[NH:27][C:28]([CH3:32])=[CH:29][C:30]=1[CH3:31].C1CN([P+](ON2N=NC3C=CC=CC2=3)(N2CCCC2)N2CCCC2)CC1.F[P-](F)(F)(F)(F)F. The catalyst is CCO.CS(C)=O. The product is [Br:3][C:4]1[CH:5]=[C:6]([C:18]([NH:23][CH2:24][C:25]2[C:26](=[O:33])[NH:27][C:28]([CH3:32])=[CH:29][C:30]=2[CH3:31])=[O:20])[C:7]2[CH:12]=[N:11][N:10]([CH:13]3[CH2:14][CH2:15][CH2:16][CH2:17]3)[C:8]=2[N:9]=1. The yield is 0.700. (7) The reactants are C(N(CC)CC)C.Cl.[CH3:9][O:10][C:11](=[O:15])[CH2:12][CH2:13][NH2:14].N1C=CC=CC=1.[Cl:22][CH:23]([CH3:27])[C:24](Cl)=[O:25]. The catalyst is ClCCl. The product is [CH3:9][O:10][C:11](=[O:15])[CH2:12][CH2:13][NH:14][C:24](=[O:25])[CH:23]([Cl:22])[CH3:27]. The yield is 0.930. (8) The reactants are [CH2:1]([C@@H:3]1[CH:7]=[CH:6][C@H:5]([CH2:8][CH3:9])[N:4]1[C:10]([O:12][C:13]([CH3:16])([CH3:15])[CH3:14])=[O:11])[CH3:2].CSC.[OH-:20].[Na+].OO. The catalyst is C1COCC1.CCOC(C)=O. The product is [CH2:1]([C@@H:3]1[CH:7]([OH:20])[CH2:6][C@H:5]([CH2:8][CH3:9])[N:4]1[C:10]([O:12][C:13]([CH3:14])([CH3:16])[CH3:15])=[O:11])[CH3:2]. The yield is 0.770.